From a dataset of Catalyst prediction with 721,799 reactions and 888 catalyst types from USPTO. Predict which catalyst facilitates the given reaction. (1) Reactant: [F:1][C:2]1[CH:3]=[C:4]([C:10]2[CH:11]=[C:12]3[C:17](=[CH:18][CH:19]=2)[CH:16]=[C:15]([OH:20])[CH:14]=[CH:13]3)[CH:5]=[C:6]([F:9])[C:7]=1[F:8].[F:21][C:22]([F:35])([F:34])[S:23](O[S:23]([C:22]([F:35])([F:34])[F:21])(=[O:25])=[O:24])(=[O:25])=[O:24].N1C=CC=CC=1.O. Product: [F:21][C:22]([F:35])([F:34])[S:23]([O:20][C:15]1[CH:14]=[CH:13][C:12]2[C:17](=[CH:18][CH:19]=[C:10]([C:4]3[CH:3]=[C:2]([F:1])[C:7]([F:8])=[C:6]([F:9])[CH:5]=3)[CH:11]=2)[CH:16]=1)(=[O:25])=[O:24]. The catalyst class is: 4. (2) Reactant: [CH3:1][O:2][C:3]1[CH:4]=[C:5]([CH:9]=[CH:10][C:11]=1[NH:12][C:13]([NH:15][C:16]1[CH:21]=[N:20][C:19]([CH3:22])=[CH:18][N:17]=1)=[O:14])[C:6]([OH:8])=O.CN(C(ON1N=[N:38][C:33]2[CH:34]=[CH:35][CH:36]=[CH:37][C:32]1=2)=[N+](C)C)C.F[P-](F)(F)(F)(F)F.[CH2:47]([NH:49]C1C=CC=CN=1)C.CCN(C(C)C)C(C)C. Product: [CH3:1][O:2][C:3]1[CH:4]=[C:5]([CH:9]=[CH:10][C:11]=1[NH:12][C:13]([NH:15][C:16]1[CH:21]=[N:20][C:19]([CH3:22])=[CH:18][N:17]=1)=[O:14])[C:6]([NH:49][CH2:47][CH2:32][C:37]1[CH:36]=[CH:35][CH:34]=[CH:33][N:38]=1)=[O:8]. The catalyst class is: 37. (3) Reactant: [CH2:1]([N:8]1[C:13](=[O:14])[C:12]2[C:15]([CH3:18])=[N:16][S:17][C:11]=2[N:10]=[C:9]1[CH:19]([NH:22][CH2:23][CH2:24][CH2:25][OH:26])[CH2:20][CH3:21])[C:2]1[CH:7]=[CH:6][CH:5]=[CH:4][CH:3]=1.C(=O)([O-])[O-].[K+].[K+].[CH3:33][C:34]1[CH:41]=[CH:40][C:37]([CH2:38]Br)=[CH:36][CH:35]=1. Product: [CH2:1]([N:8]1[C:13](=[O:14])[C:12]2[C:15]([CH3:18])=[N:16][S:17][C:11]=2[N:10]=[C:9]1[CH:19]([N:22]([CH2:23][CH2:24][CH2:25][OH:26])[CH2:33][C:34]1[CH:41]=[CH:40][C:37]([CH3:38])=[CH:36][CH:35]=1)[CH2:20][CH3:21])[C:2]1[CH:3]=[CH:4][CH:5]=[CH:6][CH:7]=1. The catalyst class is: 3.